This data is from Peptide-MHC class II binding affinity with 134,281 pairs from IEDB. The task is: Regression. Given a peptide amino acid sequence and an MHC pseudo amino acid sequence, predict their binding affinity value. This is MHC class II binding data. (1) The MHC is HLA-DPA10301-DPB10402 with pseudo-sequence HLA-DPA10301-DPB10402. The peptide sequence is RNVFDEVIPTAFSIG. The binding affinity (normalized) is 0.215. (2) The peptide sequence is GAMVATNFFGINTIP. The MHC is DRB1_0101 with pseudo-sequence DRB1_0101. The binding affinity (normalized) is 0.561. (3) The peptide sequence is LVKYEGDTMAEVELR. The MHC is DRB1_1602 with pseudo-sequence DRB1_1602. The binding affinity (normalized) is 0.394. (4) The peptide sequence is EGRRAKLRSAGEVEI. The binding affinity (normalized) is 0.135. The MHC is DRB1_1501 with pseudo-sequence DRB1_1501.